From a dataset of Full USPTO retrosynthesis dataset with 1.9M reactions from patents (1976-2016). Predict the reactants needed to synthesize the given product. Given the product [CH3:1][C:2]1[O:6][N:5]=[C:4]([NH:7][C:8]2[N:9]=[CH:10][CH:11]=[CH:12][C:13]=2[CH:14]=[O:15])[CH:3]=1, predict the reactants needed to synthesize it. The reactants are: [CH3:1][C:2]1[O:6][N:5]=[C:4]([NH:7][C:8]2[C:13]([CH2:14][OH:15])=[CH:12][CH:11]=[CH:10][N:9]=2)[CH:3]=1.